This data is from Reaction yield outcomes from USPTO patents with 853,638 reactions. The task is: Predict the reaction yield, written as a fraction of the theoretical maximum amount of product (1.0 means a 100% yield; for example, 0.34 means a 34% yield). (1) The reactants are [CH3:1][Si:2]([CH3:9])([CH3:8])N[Si:2]([CH3:9])([CH3:8])[CH3:1].[CH3:10][CH:11]1[C:15](=[O:16])[CH2:14][CH2:13][C:12]1=[O:17]. The catalyst is N1C=CN=C1. The product is [CH3:10][C:11]1[C:15](=[O:16])[CH2:14][CH2:13][C:12]=1[O:17][Si:2]([CH3:9])([CH3:8])[CH3:1]. The yield is 0.980. (2) The reactants are C(N(CC)CC)C.Cl[C:9]([O:11][CH2:12][CH3:13])=[O:10].[I:14][C:15]1[CH:23]=[CH:22][C:18](C(O)=O)=[CH:17][N:16]=1. The catalyst is CN(C)C1C=CN=CC=1.ClCCl. The product is [I:14][C:15]1[CH:23]=[CH:22][C:18]([C:9]([O:11][CH2:12][CH3:13])=[O:10])=[CH:17][N:16]=1. The yield is 0.760. (3) The reactants are Br[C:2]1[CH:3]=[C:4]([C:9]([O:11][CH3:12])=[O:10])[S:5][C:6]=1[CH2:7][CH3:8].C(=O)([O-])[O-].[K+].[K+].[CH3:19][N:20]1[C:24](B2OC(C)(C)C(C)(C)O2)=[CH:23][CH:22]=[N:21]1. The catalyst is CC(C)([P](C(C)(C)C)([Pd][P](C(C)(C)C)(C(C)(C)C)C(C)(C)C)C(C)(C)C)C. The product is [CH2:7]([C:6]1[S:5][C:4]([C:9]([O:11][CH3:12])=[O:10])=[CH:3][C:2]=1[C:24]1[N:20]([CH3:19])[N:21]=[CH:22][CH:23]=1)[CH3:8]. The yield is 1.00. (4) The yield is 0.800. The reactants are [NH:1]([C:6]([O:8][C:9]([CH3:12])([CH3:11])[CH3:10])=[O:7])[CH2:2][C:3]([OH:5])=O.CCN(C(C)C)C(C)C.F[P-](F)(F)(F)(F)F.N1(O[P+](N(C)C)(N(C)C)N(C)C)C2C=CC=CC=2N=N1.Cl.[CH3:50][NH:51][O:52][CH3:53]. The catalyst is C(Cl)Cl. The product is [CH3:53][O:52][N:51]([CH3:50])[C:3](=[O:5])[CH2:2][NH:1][C:6](=[O:7])[O:8][C:9]([CH3:12])([CH3:11])[CH3:10]. (5) The reactants are [CH:1]([C:3]1[CH:11]=[CH:10][CH:9]=[CH:8][C:4]=1[C:5]([OH:7])=O)=O.C(N(CC)CC)C.[C:19]1([C:25]2([C:35]3[CH:40]=[CH:39][CH:38]=[CH:37][CH:36]=3)[CH:29]3[CH2:30][NH:31][CH2:32][CH2:33][N:28]3[C:27](=[O:34])[O:26]2)[CH:24]=[CH:23][CH:22]=[CH:21][CH:20]=1.[NH:41]1[CH2:46][CH:45]=[CH:44][CH2:43][CH2:42]1.C(O[BH-](OC(=O)C)OC(=O)C)(=O)C.[Na+]. The catalyst is S(Cl)(Cl)=O.N1C=CC=CC=1.O1CCCC1.O. The product is [N:41]1([CH2:1][C:3]2[CH:11]=[CH:10][CH:9]=[CH:8][C:4]=2[C:5]([N:31]2[CH2:32][CH2:33][N:28]3[C:27](=[O:34])[O:26][C:25]([C:19]4[CH:24]=[CH:23][CH:22]=[CH:21][CH:20]=4)([C:35]4[CH:36]=[CH:37][CH:38]=[CH:39][CH:40]=4)[CH:29]3[CH2:30]2)=[O:7])[CH2:42][CH:43]=[CH:44][CH2:45][CH2:46]1. The yield is 0.140. (6) The reactants are [CH:1]([C:4]1[CH:9]=[CH:8][C:7]([C:10]([NH:12][NH:13][C:14]2[CH:23]=[CH:22][C:17]([C:18]([O:20][CH3:21])=[O:19])=[CH:16][CH:15]=2)=[S:11])=[CH:6][CH:5]=1)([CH3:3])[CH3:2].[C:24](N1C=CN=C1)(N1C=CN=C1)=[O:25]. The catalyst is ClC(Cl)C. The product is [CH:1]([C:4]1[CH:5]=[CH:6][C:7]([C:10]2[S:11][C:24](=[O:25])[N:13]([C:14]3[CH:15]=[CH:16][C:17]([C:18]([O:20][CH3:21])=[O:19])=[CH:22][CH:23]=3)[N:12]=2)=[CH:8][CH:9]=1)([CH3:3])[CH3:2]. The yield is 0.750. (7) The reactants are Br[C:2]1[CH:18]=[CH:17][C:5]([O:6][CH2:7][CH2:8][O:9][Si:10]([C:13]([CH3:16])([CH3:15])[CH3:14])([CH3:12])[CH3:11])=[CH:4][CH:3]=1.[Li]CCCC.[CH3:24][O:25][C:26]([C:28]1[CH:29]2[N:43]([CH3:44])[CH:32]([CH2:33][C:34]=1OS(C(F)(F)F)(=O)=O)[CH2:31][CH2:30]2)=[O:27].Cl. The catalyst is C1COCC1.CCOC(C)=O.[Cl-].[Cl-].[Zn+2].C1C=CC([P]([Pd]([P](C2C=CC=CC=2)(C2C=CC=CC=2)C2C=CC=CC=2)([P](C2C=CC=CC=2)(C2C=CC=CC=2)C2C=CC=CC=2)[P](C2C=CC=CC=2)(C2C=CC=CC=2)C2C=CC=CC=2)(C2C=CC=CC=2)C2C=CC=CC=2)=CC=1. The product is [CH3:24][O:25][C:26]([C:28]1[CH:29]2[N:43]([CH3:44])[CH:32]([CH2:33][C:34]=1[C:2]1[CH:18]=[CH:17][C:5]([O:6][CH2:7][CH2:8][O:9][Si:10]([C:13]([CH3:16])([CH3:15])[CH3:14])([CH3:12])[CH3:11])=[CH:4][CH:3]=1)[CH2:31][CH2:30]2)=[O:27]. The yield is 0.710. (8) The reactants are I(O)(=O)(=O)=O.[CH3:6][C@@:7]12[C@:15]3([C:21](CO)=[O:22])[O:16][C:17]([CH3:20])([CH3:19])[O:18][C@@H:14]3[CH2:13][C@H:12]1[C@@H:11]1[CH2:25][C@H:26]([F:35])[C:27]3[C@@:33]([CH3:34])([C@@:10]1([F:36])[C@@H:9](O)[CH2:8]2)[CH:32]=[CH:31][C:29](=[O:30])[CH:28]=3.C(=O)(O)[O-:39].[Na+]. The catalyst is O.C1COCC1. The product is [F:36][C@@:10]12[C@:33]3([CH3:34])[C:27](=[CH:28][C:29](=[O:30])[CH:31]=[CH:32]3)[C@@H:26]([F:35])[CH2:25][C@H:11]1[C@H:12]1[C@:7]([CH3:6])([CH2:8][CH2:9]2)[C@:15]2([C:21]([OH:39])=[O:22])[O:16][C:17]([CH3:19])([CH3:20])[O:18][C@@H:14]2[CH2:13]1. The yield is 0.690.